From a dataset of Full USPTO retrosynthesis dataset with 1.9M reactions from patents (1976-2016). Predict the reactants needed to synthesize the given product. (1) Given the product [Cl:9][C:5]1[CH:4]=[CH:3][C:2]([NH:1][C:10](=[O:11])[O:12][C:13]([CH3:16])([CH3:15])[CH3:14])=[CH:7][C:6]=1[OH:8], predict the reactants needed to synthesize it. The reactants are: [NH2:1][C:2]1[CH:3]=[CH:4][C:5]([Cl:9])=[C:6]([OH:8])[CH:7]=1.[C:10](O[C:10]([O:12][C:13]([CH3:16])([CH3:15])[CH3:14])=[O:11])([O:12][C:13]([CH3:16])([CH3:15])[CH3:14])=[O:11]. (2) Given the product [Cl:18][C:19]1[CH:26]=[CH:25][C:22]([CH2:23][N:11]2[CH:10]=[C:9]([N:8]([C:5]3[CH:6]=[CH:7][C:2]([F:1])=[CH:3][CH:4]=3)[CH3:17])[CH:14]=[CH:13][C:12]2=[O:15])=[CH:21][CH:20]=1, predict the reactants needed to synthesize it. The reactants are: [F:1][C:2]1[CH:7]=[CH:6][C:5]([N:8]([CH3:17])[C:9]2[CH:10]=[N:11][C:12]([O:15]C)=[CH:13][CH:14]=2)=[CH:4][CH:3]=1.[Cl:18][C:19]1[CH:26]=[CH:25][C:22]([CH2:23]Br)=[CH:21][CH:20]=1. (3) Given the product [CH2:41]([O:43][C:44]([C:46]1[C:47]2[S:55][CH:54]=[C:53]([CH2:56][O:19][C:15]3[CH:16]=[CH:17][CH:18]=[C:13]([O:12][CH2:11][C:10]4[CH:20]=[CH:21][CH:22]=[C:8]([Cl:7])[CH:9]=4)[CH:14]=3)[C:48]=2[C:49]([Cl:52])=[N:50][CH:51]=1)=[O:45])[CH3:42], predict the reactants needed to synthesize it. The reactants are: C(=O)([O-])[O-].[K+].[K+].[Cl:7][C:8]1[CH:9]=[C:10]([CH:20]=[CH:21][CH:22]=1)[CH2:11][O:12][C:13]1[CH:14]=[C:15]([OH:19])[CH:16]=[CH:17][CH:18]=1.C1OCCOCCOCCOCCOCCOC1.[CH2:41]([O:43][C:44]([C:46]1[C:47]2[S:55][CH:54]=[C:53]([CH2:56]Br)[C:48]=2[C:49]([Cl:52])=[N:50][CH:51]=1)=[O:45])[CH3:42]. (4) Given the product [Cl:18][C:7]1[N:9]=[C:10]([C:11]([F:14])([F:13])[F:12])[C:4]([C:1](=[O:3])[CH3:2])=[CH:5][N:6]=1, predict the reactants needed to synthesize it. The reactants are: [C:1](/[C:4](/[C:10](=O)[C:11]([F:14])([F:13])[F:12])=[CH:5]\[NH:6][C:7]([NH2:9])=O)(=[O:3])[CH3:2].O=P(Cl)(Cl)[Cl:18]. (5) The reactants are: [C:1]([C:4]1[CH:5]=[C:6]2[C:11](=[CH:12][C:13]=1[O:14][CH3:15])[N:10]=[CH:9][CH:8]=[C:7]2[O:16][C:17]1[CH:18]=[C:19]2[C:23](=[CH:24][CH:25]=1)[NH:22][CH:21]=[CH:20]2)(=[O:3])[NH2:2].[H-].[Na+].[F:28][C:29]1[CH:34]=[C:33]([F:35])[CH:32]=[CH:31][C:30]=1[NH:36][C:37](=O)[O:38]C1C=CC=CC=1.O. Given the product [C:1]([C:4]1[CH:5]=[C:6]2[C:11](=[CH:12][C:13]=1[O:14][CH3:15])[N:10]=[CH:9][CH:8]=[C:7]2[O:16][C:17]1[CH:18]=[C:19]2[C:23](=[CH:24][CH:25]=1)[N:22]([C:37](=[O:38])[NH:36][C:30]1[CH:31]=[CH:32][C:33]([F:35])=[CH:34][C:29]=1[F:28])[CH:21]=[CH:20]2)(=[O:3])[NH2:2], predict the reactants needed to synthesize it.